From a dataset of Reaction yield outcomes from USPTO patents with 853,638 reactions. Predict the reaction yield, written as a fraction of the theoretical maximum amount of product (1.0 means a 100% yield; for example, 0.34 means a 34% yield). (1) The reactants are C(N(CCCC)CCCC)CCC.[CH2:14]([OH:22])[C:15]([F:21])([F:20])[C:16]([F:19])([F:18])[F:17].[CH2:23]=[C:24]([C:29](OS(F)(=O)=O)([F:31])[F:30])[C:25]([F:28])([F:27])[F:26]. The catalyst is COCCOCCOC. The product is [CH2:23]=[C:24]([C:29]([O:22][CH2:14][C:15]([C:16]([F:19])([F:18])[F:17])([F:21])[F:20])([F:31])[F:30])[C:25]([F:28])([F:27])[F:26]. The yield is 0.580. (2) The reactants are [Cl:1][C:2]1[C:3]2[CH:10]=[CH:9][NH:8][C:4]=2[N:5]=[CH:6][N:7]=1.[Cl:11]N1C(=O)CCC1=O. The catalyst is ClCCl. The product is [Cl:1][C:2]1[C:3]2[C:10]([Cl:11])=[CH:9][NH:8][C:4]=2[N:5]=[CH:6][N:7]=1. The yield is 0.720.